Dataset: Peptide-MHC class I binding affinity with 185,985 pairs from IEDB/IMGT. Task: Regression. Given a peptide amino acid sequence and an MHC pseudo amino acid sequence, predict their binding affinity value. This is MHC class I binding data. (1) The peptide sequence is ELYDTSPTKR. The MHC is HLA-A03:01 with pseudo-sequence HLA-A03:01. The binding affinity (normalized) is 0.387. (2) The binding affinity (normalized) is 0. The peptide sequence is IKLEPVHGVY. The MHC is HLA-B40:02 with pseudo-sequence YHTKYREISTNTYESNLYLSYNYYTWAVLAYEWY. (3) The peptide sequence is EVMRSRWSRK. The MHC is HLA-A68:01 with pseudo-sequence HLA-A68:01. The binding affinity (normalized) is 0.797. (4) The peptide sequence is SMISRHCCI. The MHC is HLA-B08:01 with pseudo-sequence HLA-B08:01. The binding affinity (normalized) is 0.979. (5) The peptide sequence is YVIPDELIDV. The MHC is HLA-A02:03 with pseudo-sequence HLA-A02:03. The binding affinity (normalized) is 0.756. (6) The peptide sequence is LVTLPVYSK. The MHC is HLA-A03:01 with pseudo-sequence HLA-A03:01. The binding affinity (normalized) is 0.509.